This data is from Catalyst prediction with 721,799 reactions and 888 catalyst types from USPTO. The task is: Predict which catalyst facilitates the given reaction. (1) The catalyst class is: 313. Product: [F:1][C:2]1[CH:17]=[CH:16][C:5]([CH2:6][C:7]2[C:13]([CH3:14])=[N:23][C:24]3[N:25]([N:26]=[CH:27][C:28]=3[C:29]([O:31][CH2:32][CH3:33])=[O:30])[C:8]=2[OH:10])=[CH:4][C:3]=1[O:18][C:19]([F:20])([F:21])[F:22]. Reactant: [F:1][C:2]1[CH:17]=[CH:16][C:5]([CH2:6][CH:7]([C:13](=O)[CH3:14])[C:8]([O:10]CC)=O)=[CH:4][C:3]=1[O:18][C:19]([F:22])([F:21])[F:20].[NH2:23][C:24]1[C:28]([C:29]([O:31][CH2:32][CH3:33])=[O:30])=[CH:27][NH:26][N:25]=1. (2) Reactant: C1(P(C2C=CC=CC=2)C2C=CC=CC=2)C=CC=CC=1.BrN1C(=O)CCC1=O.[CH:28]([N:31]1[C:39]2[C:34](=[CH:35][CH:36]=[C:37]([CH3:40])[CH:38]=2)[C:33]([C:41]([OH:43])=O)=[CH:32]1)([CH3:30])[CH3:29].[NH2:44][C:45]1[S:46][CH:47]=[CH:48][N:49]=1. Product: [S:46]1[CH:47]=[CH:48][N:49]=[C:45]1[NH:44][C:41]([C:33]1[C:34]2[C:39](=[CH:38][C:37]([CH3:40])=[CH:36][CH:35]=2)[N:31]([CH:28]([CH3:29])[CH3:30])[CH:32]=1)=[O:43]. The catalyst class is: 2. (3) Reactant: [CH2:1]([OH:4])[CH2:2][OH:3].C(OC)(OC)OC.O.C1(C)C=CC(S(O)(=O)=O)=CC=1.[CH2:24]([C@@:31]12[CH2:44][CH2:43][C:42](=O)[CH2:41][C@@H:40]1[CH2:39][CH2:38][C:37]1[CH:36]=[C:35]([C:46]([O:48][CH3:49])=[O:47])[CH:34]=[CH:33][C:32]2=1)[C:25]1[CH:30]=[CH:29][CH:28]=[CH:27][CH:26]=1.C([O-])(O)=O.[Na+]. Product: [CH2:24]([C@:31]12[C:32]3[C:37](=[CH:36][C:35]([C:46]([O:48][CH3:49])=[O:47])=[CH:34][CH:33]=3)[CH2:38][CH2:39][C@H:40]1[CH2:41][C:42]1([O:4][CH2:1][CH2:2][O:3]1)[CH2:43][CH2:44]2)[C:25]1[CH:26]=[CH:27][CH:28]=[CH:29][CH:30]=1. The catalyst class is: 232. (4) Reactant: [C:1]([O:5][C:6]([NH:8][CH2:9][C@H:10]1[CH2:15][CH2:14][C@H:13]([C:16]([NH:18][C@H:19]([C:37]([NH:39][C:40]2[CH:45]=[CH:44][C:43]([C:46]3[N:47]=[N:48][NH:49][N:50]=3)=[C:42]([F:51])[CH:41]=2)=[O:38])[CH2:20][C:21]2[CH:26]=[CH:25][C:24]([C:27]3[CH:32]=[CH:31][C:30]([C:33](O)=[O:34])=[CH:29][C:28]=3[CH3:36])=[CH:23][CH:22]=2)=[O:17])[CH2:12][CH2:11]1)=[O:7])([CH3:4])([CH3:3])[CH3:2].[CH:52]([NH2:55])([CH3:54])[CH3:53].C(N(CC)C(C)C)(C)C.F[P-](F)(F)(F)(F)F.CN(C(ON1C2=NC=CC=C2N=N1)=[N+](C)C)C. Product: [F:51][C:42]1[CH:41]=[C:40]([NH:39][C:37](=[O:38])[C@@H:19]([NH:18][C:16]([C@H:13]2[CH2:12][CH2:11][C@H:10]([CH2:9][NH:8][C:6](=[O:7])[O:5][C:1]([CH3:3])([CH3:2])[CH3:4])[CH2:15][CH2:14]2)=[O:17])[CH2:20][C:21]2[CH:22]=[CH:23][C:24]([C:27]3[CH:32]=[CH:31][C:30]([C:33](=[O:34])[NH:55][CH:52]([CH3:54])[CH3:53])=[CH:29][C:28]=3[CH3:36])=[CH:25][CH:26]=2)[CH:45]=[CH:44][C:43]=1[C:46]1[N:47]=[N:48][NH:49][N:50]=1. The catalyst class is: 9. (5) Reactant: [OH:1][C@@H:2]1[C@H:6]([OH:7])[C@@H:5]([CH2:8][OH:9])[O:4][C@H:3]1[N:10]1[CH:18]=[N:17][C:16]2[C:11]1=[N:12][C:13]([C:34](OC)=[O:35])=[N:14][C:15]=2[NH:19][CH2:20][CH:21]([C:28]1[CH:33]=[CH:32][CH:31]=[CH:30][CH:29]=1)[C:22]1[CH:27]=[CH:26][CH:25]=[CH:24][CH:23]=1.[CH:38]([CH:41]1[CH2:46][CH2:45][N:44]([CH2:47][CH2:48][NH2:49])[CH2:43][CH2:42]1)([CH3:40])[CH3:39]. Product: [OH:1][C@@H:2]1[C@H:6]([OH:7])[C@@H:5]([CH2:8][OH:9])[O:4][C@H:3]1[N:10]1[CH:18]=[N:17][C:16]2[C:11]1=[N:12][C:13]([C:34]([NH:49][CH2:48][CH2:47][N:44]1[CH2:45][CH2:46][CH:41]([CH:38]([CH3:40])[CH3:39])[CH2:42][CH2:43]1)=[O:35])=[N:14][C:15]=2[NH:19][CH2:20][CH:21]([C:28]1[CH:33]=[CH:32][CH:31]=[CH:30][CH:29]=1)[C:22]1[CH:27]=[CH:26][CH:25]=[CH:24][CH:23]=1. The catalyst class is: 27.